This data is from Forward reaction prediction with 1.9M reactions from USPTO patents (1976-2016). The task is: Predict the product of the given reaction. (1) Given the reactants [CH2:1]([O:3][C:4](=[O:16])[CH2:5][NH:6][C:7]1[CH:12]=[CH:11][C:10]([C:13](=[NH:15])[NH2:14])=[CH:9][CH:8]=1)[CH3:2].O.[CH2:18]([O:24][C:25](Cl)=[O:26])[CH2:19][CH2:20][CH2:21][CH2:22][CH3:23].ClCCl, predict the reaction product. The product is: [CH2:1]([O:3][C:4](=[O:16])[CH2:5][NH:6][C:7]1[CH:12]=[CH:11][C:10]([C:13](=[NH:14])[NH:15][C:25]([O:24][CH2:18][CH2:19][CH2:20][CH2:21][CH2:22][CH3:23])=[O:26])=[CH:9][CH:8]=1)[CH3:2]. (2) The product is: [F:1][C:2]1[CH:3]=[CH:4][C:5]([O:19][CH3:20])=[C:6]([C:8]([CH3:18])([CH3:17])[CH2:9][C:10]([OH:11])([C:13]([F:16])([F:15])[F:14])[CH2:12][NH:21][C:22]2[CH:30]=[CH:29][CH:28]=[CH:27][C:23]=2[C:24]([NH2:26])=[O:25])[CH:7]=1. Given the reactants [F:1][C:2]1[CH:3]=[CH:4][C:5]([O:19][CH3:20])=[C:6]([C:8]([CH3:18])([CH3:17])[CH2:9][C:10]2([C:13]([F:16])([F:15])[F:14])[CH2:12][O:11]2)[CH:7]=1.[NH2:21][C:22]1[CH:30]=[CH:29][CH:28]=[CH:27][C:23]=1[C:24]([NH2:26])=[O:25], predict the reaction product.